Task: Predict the reaction yield, written as a fraction of the theoretical maximum amount of product (1.0 means a 100% yield; for example, 0.34 means a 34% yield).. Dataset: Reaction yield outcomes from USPTO patents with 853,638 reactions (1) The reactants are [CH2:1]([N:3]1[C:7]2=[N:8][C:9]([CH2:27][CH3:28])=[C:10]([CH2:19][NH:20][C:21](=[O:26])[CH2:22][C:23]([OH:25])=O)[C:11]([NH:12][CH:13]3[CH2:18][CH2:17][O:16][CH2:15][CH2:14]3)=[C:6]2[CH:5]=[N:4]1)[CH3:2].[Br:29][C:30]1[CH:31]=[C:32]([CH2:38][NH2:39])[CH:33]=[CH:34][C:35]=1[O:36][CH3:37].CN(C(ON1N=NC2C=CC=NC1=2)=[N+](C)C)C.F[P-](F)(F)(F)(F)F.C(N(CC)CC)C. The catalyst is ClCCl. The product is [Br:29][C:30]1[CH:31]=[C:32]([CH2:38][NH:39][C:23](=[O:25])[CH2:22][C:21]([NH:20][CH2:19][C:10]2[C:11]([NH:12][CH:13]3[CH2:18][CH2:17][O:16][CH2:15][CH2:14]3)=[C:6]3[CH:5]=[N:4][N:3]([CH2:1][CH3:2])[C:7]3=[N:8][C:9]=2[CH2:27][CH3:28])=[O:26])[CH:33]=[CH:34][C:35]=1[O:36][CH3:37]. The yield is 0.880. (2) The reactants are C[O:2][C:3](=[O:20])[CH:4]([Cl:19])[C:5](=[O:18])[CH2:6][C:7]([CH:13]1[CH2:17][CH2:16][CH2:15][CH2:14]1)(O)[CH2:8][CH2:9][C:10]#[CH:11].C([O-])([O-])=O.[K+].[K+]. The catalyst is CO. The product is [CH2:8]([C:7]1([CH:13]2[CH2:14][CH2:15][CH2:16][CH2:17]2)[O:20][C:3](=[O:2])[CH:4]([Cl:19])[C:5](=[O:18])[CH2:6]1)[CH2:9][C:10]#[CH:11]. The yield is 0.970. (3) The reactants are Br[C:2]1[CH:3]=[C:4]2[CH:10]=[CH:9][NH:8][C:5]2=[N:6][CH:7]=1.[C:11]1(=[O:17])[CH2:16][CH2:15][CH2:14][CH2:13][CH2:12]1.O[C:19]1[CH:20]=[C:21](B(O)O)[CH:22]=[CH:23][CH:24]=1.C(=O)([O-])[O-].[Na+].[Na+]. The catalyst is CO.O.Cl[Pd-2](Cl)(P(C1C=CC=CC=1)(C1C=CC=CC=1)C1C=CC=CC=1)P(C1C=CC=CC=1)(C1C=CC=CC=1)C1C=CC=CC=1.C(#N)C. The product is [C:19]1([C:10]2[C:4]3[C:5](=[N:6][CH:7]=[C:2]([C:13]4[CH:12]=[C:11]([OH:17])[CH:16]=[CH:15][CH:14]=4)[CH:3]=3)[NH:8][CH:9]=2)[CH2:20][CH2:21][CH2:22][CH2:23][CH:24]=1. The yield is 0.120. (4) The product is [Br:3][C:4]1[CH:5]=[C:6]([C:16]([NH:21][CH2:22][C:23]2[C:24](=[O:31])[NH:25][C:26]([CH3:30])=[CH:27][C:28]=2[CH3:29])=[O:18])[C:7]2[CH:12]=[N:11][N:10]([CH:13]([CH3:14])[CH3:15])[C:8]=2[N:9]=1. The reactants are [OH-].[Na+].[Br:3][C:4]1[CH:5]=[C:6]([C:16]([O:18]CC)=O)[C:7]2[CH:12]=[N:11][N:10]([CH:13]([CH3:15])[CH3:14])[C:8]=2[N:9]=1.[NH2:21][CH2:22][C:23]1[C:24](=[O:31])[NH:25][C:26]([CH3:30])=[CH:27][C:28]=1[CH3:29].C1CN([P+](ON2N=NC3C=CC=CC2=3)(N2CCCC2)N2CCCC2)CC1.F[P-](F)(F)(F)(F)F. The catalyst is CCO.CS(C)=O. The yield is 0.680. (5) The reactants are [Si:1]([O:8][CH2:9][CH2:10][CH2:11][N:12]([CH2:25][CH2:26][N:27]1[CH2:32][CH2:31][S:30](=[O:34])(=[O:33])[CH2:29][CH2:28]1)S(C1C=CC=CC=1[N+]([O-])=O)(=O)=O)([C:4]([CH3:7])([CH3:6])[CH3:5])([CH3:3])[CH3:2].C1(S)C=CC=CC=1.C(=O)([O-])[O-].[K+].[K+]. The catalyst is C(#N)C.C(OCC)(=O)C. The product is [Si:1]([O:8][CH2:9][CH2:10][CH2:11][NH:12][CH2:25][CH2:26][N:27]1[CH2:28][CH2:29][S:30](=[O:34])(=[O:33])[CH2:31][CH2:32]1)([C:4]([CH3:7])([CH3:5])[CH3:6])([CH3:3])[CH3:2]. The yield is 0.830.